Dataset: Catalyst prediction with 721,799 reactions and 888 catalyst types from USPTO. Task: Predict which catalyst facilitates the given reaction. (1) Reactant: [CH2:1]([C:3]1[O:4][C:5]([C:9]([NH:11][C:12]2[CH:17]=[CH:16][C:15]([C:18]3[CH:23]=[CH:22][C:21]([C:24]45[CH2:31][CH2:30][C:27]([CH2:32][C:33]([O-:35])=[O:34])([CH2:28][CH2:29]4)[O:26][CH2:25]5)=[CH:20][CH:19]=3)=[CH:14][CH:13]=2)=[O:10])=[C:6]([CH3:8])[N:7]=1)[CH3:2].[Li+].[OH-].Cl. Product: [CH2:1]([C:3]1[O:4][C:5]([C:9]([NH:11][C:12]2[CH:13]=[CH:14][C:15]([C:18]3[CH:23]=[CH:22][C:21]([C:24]45[CH2:29][CH2:28][C:27]([CH2:32][C:33]([OH:35])=[O:34])([CH2:30][CH2:31]4)[O:26][CH2:25]5)=[CH:20][CH:19]=3)=[CH:16][CH:17]=2)=[O:10])=[C:6]([CH3:8])[N:7]=1)[CH3:2]. The catalyst class is: 20. (2) Reactant: [OH-].[K+].[NH2:3][C:4]1[N+:9]([O-:10])=[C:8]([NH:11][CH2:12][CH2:13][CH2:14][CH2:15][CH2:16][CH3:17])[CH:7]=[C:6](Cl)[N:5]=1.[H][H]. Product: [NH2:3][C:4]1[N+:9]([O-:10])=[C:8]([NH:11][CH2:12][CH2:13][CH2:14][CH2:15][CH2:16][CH3:17])[CH:7]=[CH:6][N:5]=1. The catalyst class is: 29. (3) Reactant: C(O[BH-](OC(=O)C)OC(=O)C)(=O)C.[Na+].[Cl:15][C:16]1[CH:21]=[C:20]([C:22]2[C:26]([N:27]3[CH2:32][CH2:31][NH:30][CH2:29][CH2:28]3)=[CH:25][NH:24][N:23]=2)[C:19]([OH:33])=[CH:18][C:17]=1[OH:34].[CH:35](=O)[C:36]1[O:40][CH:39]=[CH:38][CH:37]=1.C(O)(=O)C. Product: [Cl:15][C:16]1[CH:21]=[C:20]([C:22]2[C:26]([N:27]3[CH2:32][CH2:31][N:30]([CH2:35][C:36]4[O:40][CH:39]=[CH:38][CH:37]=4)[CH2:29][CH2:28]3)=[CH:25][NH:24][N:23]=2)[C:19]([OH:33])=[CH:18][C:17]=1[OH:34]. The catalyst class is: 4. (4) Reactant: [Si:1]([O:8][CH:9]1[CH2:20][C:19](=[O:21])[O:18][C@H:17](/[C:22](/[CH3:35])=[CH:23]/[CH2:24][O:25]CC2C=CC(OC)=CC=2)[C@@H:16]([CH3:36])[CH:15]=[CH:14][C@@H:13]2[O:37][C@H:38]([C:40]3[CH:45]=[CH:44][CH:43]=[CH:42][CH:41]=3)[O:39][C@:12]2([CH3:46])[CH2:11][CH2:10]1)([C:4]([CH3:7])([CH3:6])[CH3:5])([CH3:3])[CH3:2].P([O-])([O-])([O-])=O.ClC1C(=O)C(C#N)=C(C#N)C(=O)C=1Cl. Product: [Si:1]([O:8][CH:9]1[CH2:20][C:19](=[O:21])[O:18][C@H:17](/[C:22](/[CH3:35])=[CH:23]/[CH2:24][OH:25])[C@@H:16]([CH3:36])[CH:15]=[CH:14][C@@H:13]2[O:37][C@H:38]([C:40]3[CH:41]=[CH:42][CH:43]=[CH:44][CH:45]=3)[O:39][C@:12]2([CH3:46])[CH2:11][CH2:10]1)([C:4]([CH3:5])([CH3:6])[CH3:7])([CH3:3])[CH3:2]. The catalyst class is: 4. (5) Reactant: [C:1]([O:5][C:6]([N:8]([CH2:14][C:15]1[CH:26]=[C:25]([O:27][CH3:28])[CH:24]=[CH:23][C:16]=1[CH:17]=[CH:18][C:19]([O:21][CH3:22])=[O:20])[CH2:9][C:10]([F:13])([F:12])[F:11])=[O:7])([CH3:4])([CH3:3])[CH3:2]. Product: [C:1]([O:5][C:6]([N:8]([CH2:14][C:15]1[CH:26]=[C:25]([O:27][CH3:28])[CH:24]=[CH:23][C:16]=1[CH2:17][CH2:18][C:19]([O:21][CH3:22])=[O:20])[CH2:9][C:10]([F:11])([F:12])[F:13])=[O:7])([CH3:3])([CH3:4])[CH3:2]. The catalyst class is: 19. (6) Reactant: [F:1][C:2]([F:13])([F:12])[S:3][C:4]1[N:5]=[CH:6][N:7]2[CH:11]=[CH:10][S:9][C:8]=12.[CH2:14]([Sn:18](Cl)([CH2:23][CH2:24][CH2:25][CH3:26])[CH2:19][CH2:20][CH2:21][CH3:22])[CH2:15][CH2:16][CH3:17].C[Si]([N-][Si](C)(C)C)(C)C.[Li+].C1COCC1.C(OCC)(=O)C. Product: [CH2:23]([Sn:18]([CH2:14][CH2:15][CH2:16][CH3:17])([CH2:19][CH2:20][CH2:21][CH3:22])[C:10]1[S:9][C:8]2=[C:4]([S:3][C:2]([F:1])([F:12])[F:13])[N:5]=[CH:6][N:7]2[CH:11]=1)[CH2:24][CH2:25][CH3:26]. The catalyst class is: 1.